From a dataset of Catalyst prediction with 721,799 reactions and 888 catalyst types from USPTO. Predict which catalyst facilitates the given reaction. (1) Reactant: [F:1][C:2]([F:13])([F:12])[CH2:3][C:4]([CH3:11])([CH3:10])[C:5](OCC)=[O:6].[H-].[H-].[H-].[H-].[Li+].[Al+3].CO. Product: [F:1][C:2]([F:13])([F:12])[CH2:3][C:4]([CH3:11])([CH3:10])[CH2:5][OH:6]. The catalyst class is: 28. (2) Reactant: [NH:1]1[CH2:8][CH2:7][CH2:6][C@H:2]1[C:3]([OH:5])=[O:4].[Cl:9][C:10]([Cl:15])([Cl:14])[CH:11](O)O.S([O-])([O-])(=O)=O.[Na+].[Na+]. Product: [Cl:9][C:10]([Cl:15])([Cl:14])[C@@H:11]1[N:1]2[CH2:8][CH2:7][CH2:6][C@H:2]2[C:3](=[O:5])[O:4]1. The catalyst class is: 22.